Dataset: Full USPTO retrosynthesis dataset with 1.9M reactions from patents (1976-2016). Task: Predict the reactants needed to synthesize the given product. (1) Given the product [CH2:12]1[C:13]2[C:9](=[CH:8][C:7]([NH:6][C:1](=[O:4])[CH3:2])=[CH:15][CH:14]=2)[CH2:10][CH2:11]1, predict the reactants needed to synthesize it. The reactants are: [C:1]([O-:4])(=O)[CH3:2].[Na+].[NH2:6][C:7]1[CH:8]=[C:9]2[C:13](=[CH:14][CH:15]=1)[CH2:12][CH2:11][CH2:10]2. (2) Given the product [Cl:1][C:2]1[CH:31]=[CH:30][C:5]([C:6]([N:8]([CH:10]2[CH:14]([C:15]3[CH:20]=[CH:19][C:18]([Cl:21])=[CH:17][CH:16]=3)[CH2:13][N:12]([C:22]([CH:24]3[CH2:25][CH2:26][N:27]([CH2:39][C:40]#[N:41])[CH2:28][CH2:29]3)=[O:23])[CH2:11]2)[CH3:9])=[O:7])=[CH:4][C:3]=1[C:32]([F:34])([F:35])[F:33], predict the reactants needed to synthesize it. The reactants are: [Cl:1][C:2]1[CH:31]=[CH:30][C:5]([C:6]([N:8]([CH:10]2[CH:14]([C:15]3[CH:20]=[CH:19][C:18]([Cl:21])=[CH:17][CH:16]=3)[CH2:13][N:12]([C:22]([CH:24]3[CH2:29][CH2:28][NH:27][CH2:26][CH2:25]3)=[O:23])[CH2:11]2)[CH3:9])=[O:7])=[CH:4][C:3]=1[C:32]([F:35])([F:34])[F:33].[H-].[Na+].I[CH2:39][C:40]#[N:41]. (3) The reactants are: Br[C:2]1[CH:9]=[C:8]([N:10]2[C:18]3[CH2:17][C:16]([CH3:20])([CH3:19])[CH2:15][C:14](=[O:21])[C:13]=3[C:12]([C:22]([F:25])([F:24])[F:23])=[N:11]2)[CH:7]=[CH:6][C:3]=1[C:4]#[N:5].[CH2:26]([O:33][C@H:34]1[CH2:38][CH2:37][CH2:36][C@@H:35]1[NH2:39])[C:27]1[CH:32]=[CH:31][CH:30]=[CH:29][CH:28]=1.CC(C)([O-:43])C.[Na+].[OH-].[K+].OO. Given the product [CH2:26]([O:33][C@H:34]1[CH2:38][CH2:37][CH2:36][C@@H:35]1[NH:39][C:2]1[CH:9]=[C:8]([N:10]2[C:18]3[CH2:17][C:16]([CH3:20])([CH3:19])[CH2:15][C:14](=[O:21])[C:13]=3[C:12]([C:22]([F:25])([F:24])[F:23])=[N:11]2)[CH:7]=[CH:6][C:3]=1[C:4]([NH2:5])=[O:43])[C:27]1[CH:32]=[CH:31][CH:30]=[CH:29][CH:28]=1, predict the reactants needed to synthesize it. (4) Given the product [F:23][C:19]1[CH:20]=[CH:21][CH:22]=[C:2]([F:1])[C:3]=1[C:4]([NH:6][C:7]1[S:8][C:9]([C:13]2[CH:18]=[CH:17][N:24]=[CH:25][CH:14]=2)=[C:10]([CH3:12])[N:11]=1)=[O:5], predict the reactants needed to synthesize it. The reactants are: [F:1][C:2]1[CH:22]=[CH:21][CH:20]=[C:19]([F:23])[C:3]=1[C:4]([NH:6][C:7]1[S:8][C:9]([C:13]2[CH:14]=NC=[CH:17][CH:18]=2)=[C:10]([CH3:12])[N:11]=1)=[O:5].[N:24]1C=CC(CC(=O)C)=C[CH:25]=1.